This data is from Forward reaction prediction with 1.9M reactions from USPTO patents (1976-2016). The task is: Predict the product of the given reaction. (1) Given the reactants CO.C([O:10][C:11]1[C:12]([CH3:32])=[C:13]([CH3:31])[C:14]([NH:18][C:19](=[O:30])[C:20]2[CH:25]=[CH:24][C:23]([C:26]([CH3:29])([CH3:28])[CH3:27])=[CH:22][CH:21]=2)=[N:15][C:16]=1[CH3:17])C1C=CC=CC=1, predict the reaction product. The product is: [OH:10][C:11]1[C:12]([CH3:32])=[C:13]([CH3:31])[C:14]([NH:18][C:19](=[O:30])[C:20]2[CH:25]=[CH:24][C:23]([C:26]([CH3:27])([CH3:28])[CH3:29])=[CH:22][CH:21]=2)=[N:15][C:16]=1[CH3:17]. (2) Given the reactants Br[C:2]1[CH:3]=[C:4]2[C:9](=[CH:10][CH:11]=1)[C:8]([O:12][S:13]([C:16]([F:19])([F:18])[F:17])(=[O:15])=[O:14])=[C:7]([C@H:20]([O:26][C:27]([CH3:30])([CH3:29])[CH3:28])[C:21]([O:23][CH2:24][CH3:25])=[O:22])[C:6]([CH3:31])=[CH:5]2.O=[C:33]([C:39]1C2C(C3C=CC=CC=3C=1OS(C(F)(F)F)(=O)=O)=CC=CC=2)[C:34](OCC)=O, predict the reaction product. The product is: [C:27]([O:26][C@@H:20]([C:7]1[C:6]2[C:5]([C:4]3[CH:3]=[CH:2][CH:11]=[CH:10][C:9]=3[C:8]=1[O:12][S:13]([C:16]([F:17])([F:18])[F:19])(=[O:14])=[O:15])=[CH:39][CH:33]=[CH:34][CH:31]=2)[C:21]([O:23][CH2:24][CH3:25])=[O:22])([CH3:29])([CH3:28])[CH3:30]. (3) Given the reactants [CH2:1]([O:8][C@H:9]1[C@H:14]([O:15][CH2:16][C:17]2[CH:22]=[CH:21][CH:20]=[CH:19][CH:18]=2)[C@@H:13]([O:23][CH2:24][C:25]2[CH:30]=[CH:29][CH:28]=[CH:27][CH:26]=2)[C@H:12]([C:31]2[CH:36]=[CH:35][C:34]([Cl:37])=[C:33]([CH2:38][C:39]3[S:40][C:41]([C:44]4[O:45][CH:46]=[CH:47][CH:48]=4)=[CH:42][N:43]=3)[CH:32]=2)[O:11][C@@H:10]1[C:49]([OH:51])=[O:50])[C:2]1[CH:7]=[CH:6][CH:5]=[CH:4][CH:3]=1.[Si](C=[N+]=[N-])(C)(C)[CH3:53].O, predict the reaction product. The product is: [CH2:1]([O:8][C@H:9]1[C@H:14]([O:15][CH2:16][C:17]2[CH:22]=[CH:21][CH:20]=[CH:19][CH:18]=2)[C@@H:13]([O:23][CH2:24][C:25]2[CH:26]=[CH:27][CH:28]=[CH:29][CH:30]=2)[C@H:12]([C:31]2[CH:36]=[CH:35][C:34]([Cl:37])=[C:33]([CH2:38][C:39]3[S:40][C:41]([C:44]4[O:45][CH:46]=[CH:47][CH:48]=4)=[CH:42][N:43]=3)[CH:32]=2)[O:11][C@@H:10]1[C:49]([O:51][CH3:53])=[O:50])[C:2]1[CH:3]=[CH:4][CH:5]=[CH:6][CH:7]=1. (4) Given the reactants [CH3:1][C:2]1([CH3:33])[C:11]2[CH:10]=[C:9]([Se:12][C:13]#[C:14][C:15]3[CH:24]=[CH:23][C:18]([C:19]([O:21]C)=[O:20])=[C:17]([OH:25])[CH:16]=3)[CH:8]=[CH:7][C:6]=2[C:5]([C:26]2[CH:31]=[CH:30][C:29]([CH3:32])=[CH:28][CH:27]=2)=[CH:4][CH2:3]1.[OH-].[Na+].Cl, predict the reaction product. The product is: [CH3:1][C:2]1([CH3:33])[C:11]2[CH:10]=[C:9]([Se:12][C:13]#[C:14][C:15]3[CH:24]=[CH:23][C:18]([C:19]([OH:21])=[O:20])=[C:17]([OH:25])[CH:16]=3)[CH:8]=[CH:7][C:6]=2[C:5]([C:26]2[CH:27]=[CH:28][C:29]([CH3:32])=[CH:30][CH:31]=2)=[CH:4][CH2:3]1. (5) Given the reactants [CH2:1]([O:3][C:4]([C:6]1[N:7]([CH2:19][Si](C)(C)C)[N:8]=[N:9][C:10]=1[C:11]1[CH:16]=[CH:15][C:14]([Br:17])=[CH:13][C:12]=1[F:18])=[O:5])[CH3:2].O.CCCC[N+](CCCC)(CCCC)CCCC.[F-], predict the reaction product. The product is: [CH2:1]([O:3][C:4]([C:6]1[N:7]([CH3:19])[N:8]=[N:9][C:10]=1[C:11]1[CH:16]=[CH:15][C:14]([Br:17])=[CH:13][C:12]=1[F:18])=[O:5])[CH3:2]. (6) Given the reactants [Br:1][C:2]1[C:3]([O:18][CH3:19])=[C:4]2[C:8](=[CH:9][CH:10]=1)[NH:7][N:6]=[C:5]2[C:11]1[CH:16]=[CH:15][CH:14]=[C:13]([F:17])[CH:12]=1.[H-].[Na+].[C:22]1([C:28](Cl)([C:35]2[CH:40]=[CH:39][CH:38]=[CH:37][CH:36]=2)[C:29]2[CH:34]=[CH:33][CH:32]=[CH:31][CH:30]=2)[CH:27]=[CH:26][CH:25]=[CH:24][CH:23]=1.[Cl-].[NH4+], predict the reaction product. The product is: [Br:1][C:2]1[C:3]([O:18][CH3:19])=[C:4]2[C:8](=[CH:9][CH:10]=1)[N:7]([C:28]([C:22]1[CH:27]=[CH:26][CH:25]=[CH:24][CH:23]=1)([C:35]1[CH:36]=[CH:37][CH:38]=[CH:39][CH:40]=1)[C:29]1[CH:30]=[CH:31][CH:32]=[CH:33][CH:34]=1)[N:6]=[C:5]2[C:11]1[CH:16]=[CH:15][CH:14]=[C:13]([F:17])[CH:12]=1. (7) The product is: [Cl:37][C:23]1[S:22][C:21]([C:18]2[CH:19]=[CH:20][C:15]([C:12]3[CH:11]=[CH:10][C:9]([C:6]4([C:4]([OH:5])=[O:3])[CH2:8][CH2:7]4)=[CH:14][CH:13]=3)=[CH:16][CH:17]=2)=[C:25]([NH:26][C:27]([O:29][C@@H:30]([C:32]2[S:33][CH:34]=[CH:35][CH:36]=2)[CH3:31])=[O:28])[CH:24]=1. Given the reactants C([O:3][C:4]([C:6]1([C:9]2[CH:14]=[CH:13][C:12]([C:15]3[CH:20]=[CH:19][C:18]([C:21]4[S:22][C:23]([Cl:37])=[CH:24][C:25]=4[NH:26][C:27]([O:29][C@@H:30]([C:32]4[S:33][CH:34]=[CH:35][CH:36]=4)[CH3:31])=[O:28])=[CH:17][CH:16]=3)=[CH:11][CH:10]=2)[CH2:8][CH2:7]1)=[O:5])C.O1CCCC1.[OH-].[Na+].Cl, predict the reaction product. (8) Given the reactants NC1C=CC=CC=1C(O)=O.C(N)=O.[N+]([O-])(O)=O.S(=O)(=O)(O)O.O[C:24]1[C:33]2[C:28](=[CH:29][CH:30]=[C:31]([N+:34]([O-:36])=[O:35])[CH:32]=2)[N:27]=[CH:26][N:25]=1.S(Cl)([Cl:39])=O, predict the reaction product. The product is: [Cl:39][C:24]1[C:33]2[C:28](=[CH:29][CH:30]=[C:31]([N+:34]([O-:36])=[O:35])[CH:32]=2)[N:27]=[CH:26][N:25]=1.